This data is from Full USPTO retrosynthesis dataset with 1.9M reactions from patents (1976-2016). The task is: Predict the reactants needed to synthesize the given product. (1) Given the product [CH3:23][N:17]1[CH2:16][C:15]2[C:19](=[CH:20][CH:21]=[C:13]([C:11]3[S:12][C:8]([C:4]4[CH:3]=[C:2]([NH:1][S:29]([C:25]5[S:24][CH:28]=[CH:27][CH:26]=5)(=[O:31])=[O:30])[CH:7]=[N:6][CH:5]=4)=[CH:9][CH:10]=3)[CH:14]=2)[C:18]1=[O:22], predict the reactants needed to synthesize it. The reactants are: [NH2:1][C:2]1[CH:3]=[C:4]([C:8]2[S:12][C:11]([C:13]3[CH:14]=[C:15]4[C:19](=[CH:20][CH:21]=3)[C:18](=[O:22])[N:17]([CH3:23])[CH2:16]4)=[CH:10][CH:9]=2)[CH:5]=[N:6][CH:7]=1.[S:24]1[CH:28]=[CH:27][CH:26]=[C:25]1[S:29](Cl)(=[O:31])=[O:30]. (2) Given the product [Cl:1][C:2]1[C:7]([NH2:8])=[C:6]([NH2:11])[CH:5]=[C:4]([Cl:12])[N:3]=1, predict the reactants needed to synthesize it. The reactants are: [Cl:1][C:2]1[C:7]([N+:8]([O-])=O)=[C:6]([NH2:11])[CH:5]=[C:4]([Cl:12])[N:3]=1.O.Cl.